From a dataset of NCI-60 drug combinations with 297,098 pairs across 59 cell lines. Regression. Given two drug SMILES strings and cell line genomic features, predict the synergy score measuring deviation from expected non-interaction effect. Drug 2: C1CN1P(=S)(N2CC2)N3CC3. Cell line: SF-295. Synergy scores: CSS=21.4, Synergy_ZIP=-8.56, Synergy_Bliss=-7.61, Synergy_Loewe=-6.34, Synergy_HSA=-6.37. Drug 1: CN(C)N=NC1=C(NC=N1)C(=O)N.